This data is from Catalyst prediction with 721,799 reactions and 888 catalyst types from USPTO. The task is: Predict which catalyst facilitates the given reaction. (1) Reactant: [CH3:1][CH2:2][N:3](CC)CC.[C:8](Br)(=[O:15])[C:9]1[CH:14]=[CH:13][CH:12]=[CH:11][CH:10]=1.[N:17]#[C:18][NH2:19].[C:20](O)([C:22](F)(F)F)=O.BrC#N. Product: [C:18]([N:19]1[CH2:22][CH2:20][CH:2]([NH:3][C:8](=[O:15])[C:9]2[CH:14]=[CH:13][CH:12]=[CH:11][CH:10]=2)[CH2:1]1)#[N:17].[N:17]#[C:18][NH2:19]. The catalyst class is: 2. (2) Reactant: [Na].[OH:2][C:3]1[CH:10]=[CH:9][C:6]([CH:7]=[O:8])=[CH:5][CH:4]=1.[Cl:11][P:12]1(Cl)[N:17]=[P:16](Cl)(Cl)[N:15]=[P:14](Cl)(Cl)[N:13]=1. Product: [CH:7]([C:6]1[CH:9]=[CH:10][C:3]([O:2][P:16]2([O:2][C:3]3[CH:10]=[CH:9][C:6]([CH:7]=[O:8])=[CH:5][CH:4]=3)[N:17]=[P:12]([O:2][C:3]3[CH:10]=[CH:9][C:6]([CH:7]=[O:8])=[CH:5][CH:4]=3)([Cl:11])[N:13]=[P:14]([O:2][C:3]3[CH:10]=[CH:9][C:6]([CH:7]=[O:8])=[CH:5][CH:4]=3)([O:2][C:3]3[CH:10]=[CH:9][C:6]([CH:7]=[O:8])=[CH:5][CH:4]=3)[N:15]=2)=[CH:4][CH:5]=1)=[O:8]. The catalyst class is: 1. (3) Reactant: [CH3:1][O:2][C:3]1[CH:8]=[CH:7][C:6]([CH2:9][CH2:10][CH2:11][CH:12]2[N:16]([CH2:17][CH2:18][CH3:19])[C:15](=[O:20])[N:14]([CH2:21][C:22]3[CH:27]=[CH:26][C:25]([CH3:28])=[CH:24][CH:23]=3)[C:13]2=O)=[CH:5][CH:4]=1. Product: [CH3:1][O:2][C:3]1[CH:4]=[CH:5][C:6]([CH2:9][CH2:10][CH2:11][CH:12]2[CH2:13][N:14]([CH2:21][C:22]3[CH:23]=[CH:24][C:25]([CH3:28])=[CH:26][CH:27]=3)[C:15](=[O:20])[N:16]2[CH2:17][CH2:18][CH3:19])=[CH:7][CH:8]=1. The catalyst class is: 1. (4) Reactant: [CH2:1]([O:8][C:9]1[CH:10]=[C:11]([CH2:17][CH:18]([NH2:20])[CH3:19])[CH:12]=[CH:13][C:14]=1[O:15][CH3:16])[C:2]1[CH:7]=[CH:6][CH:5]=[CH:4][CH:3]=1.[CH:21](O)=[O:22]. Product: [CH2:1]([O:8][C:9]1[CH:10]=[C:11]([CH2:17][CH:18]([NH:20][CH:21]=[O:22])[CH3:19])[CH:12]=[CH:13][C:14]=1[O:15][CH3:16])[C:2]1[CH:3]=[CH:4][CH:5]=[CH:6][CH:7]=1. The catalyst class is: 12. (5) Reactant: [NH2:1][C@H:2]([C:13]([NH:15][C:16]1[CH:21]=[CH:20][CH:19]=[CH:18][CH:17]=1)=[O:14])[CH2:3][C:4]1[C:12]2[C:7](=[CH:8][CH:9]=[CH:10][CH:11]=2)[NH:6][CH:5]=1.[NH:22]([C:50]([O:52][C:53]([CH3:56])([CH3:55])[CH3:54])=[O:51])[C@H:23]([C:39]([NH:41][C@H:42]([C:47](O)=[O:48])[CH2:43][C:44](=[O:46])[NH2:45])=[O:40])[CH2:24][C:25]1[CH:30]=[CH:29][C:28]([O:31][CH2:32][C:33]2[CH:38]=[CH:37][CH:36]=[CH:35][CH:34]=2)=[CH:27][CH:26]=1.C(Cl)CCl.C1C=CC2N(O)N=NC=2C=1. Product: [NH:22]([C:50]([O:52][C:53]([CH3:56])([CH3:55])[CH3:54])=[O:51])[C@H:23]([C:39]([NH:41][C@H:42]([C:47]([NH:1][C@H:2]([C:13]([NH:15][C:16]1[CH:21]=[CH:20][CH:19]=[CH:18][CH:17]=1)=[O:14])[CH2:3][C:4]1[C:12]2[C:7](=[CH:8][CH:9]=[CH:10][CH:11]=2)[NH:6][CH:5]=1)=[O:48])[CH2:43][C:44](=[O:46])[NH2:45])=[O:40])[CH2:24][C:25]1[CH:30]=[CH:29][C:28]([O:31][CH2:32][C:33]2[CH:38]=[CH:37][CH:36]=[CH:35][CH:34]=2)=[CH:27][CH:26]=1. The catalyst class is: 59. (6) Reactant: [C:1]([O:5][C:6]([N:8]1[CH2:13][CH2:12][CH2:11][CH:10]([C:14]2[CH:19]=[CH:18][CH:17]=[CH:16][CH:15]=2)[CH:9]1[C:20](O)=[O:21])=[O:7])([CH3:4])([CH3:3])[CH3:2].[CH2:23]([NH2:30])[C:24]1[CH:29]=[CH:28][CH:27]=[CH:26][CH:25]=1.ON1C2C=CC=CC=2N=N1.Cl.CN(C)CCCN=C=NCC.C(N(C(C)C)CC)(C)C. Product: [CH2:23]([NH:30][C:20]([CH:9]1[CH:10]([C:14]2[CH:15]=[CH:16][CH:17]=[CH:18][CH:19]=2)[CH2:11][CH2:12][CH2:13][N:8]1[C:6]([O:5][C:1]([CH3:2])([CH3:3])[CH3:4])=[O:7])=[O:21])[C:24]1[CH:29]=[CH:28][CH:27]=[CH:26][CH:25]=1. The catalyst class is: 31. (7) Reactant: [F:1][C:2]1[CH:7]=[CH:6][C:5]([CH:8]2[CH2:13][CH2:12][N:11]([C:14]([O:16][C:17]3[CH:22]=[CH:21][C:20]([C:23]([O:25][CH3:26])=[O:24])=[CH:19][CH:18]=3)=[O:15])[CH2:10][CH:9]2[CH2:27][NH:28][C@@H:29]([C:31]2[C:40]3[C:35](=[CH:36][CH:37]=[CH:38][CH:39]=3)[CH:34]=[CH:33][CH:32]=2)[CH3:30])=[CH:4][CH:3]=1.C(N(CC)CC)C.[C:48](=O)([O:54]C(C)(C)C)[O:49][C:50]([CH3:53])([CH3:52])[CH3:51]. Product: [C:50]([O:49][C:48]([N:28]([CH2:27][CH:9]1[CH:8]([C:5]2[CH:4]=[CH:3][C:2]([F:1])=[CH:7][CH:6]=2)[CH2:13][CH2:12][N:11]([C:14]([O:16][C:17]2[CH:18]=[CH:19][C:20]([C:23]([O:25][CH3:26])=[O:24])=[CH:21][CH:22]=2)=[O:15])[CH2:10]1)[C@@H:29]([C:31]1[C:40]2[C:35](=[CH:36][CH:37]=[CH:38][CH:39]=2)[CH:34]=[CH:33][CH:32]=1)[CH3:30])=[O:54])([CH3:53])([CH3:52])[CH3:51]. The catalyst class is: 4. (8) Reactant: [SiH](CC)(CC)CC.[Br:8][C:9]1[CH:10]=[CH:11][C:12]([Cl:27])=[C:13]([C:15]([C:17]2[CH:22]=[CH:21][C:20]([CH2:23][CH2:24][CH2:25][Br:26])=[CH:19][CH:18]=2)=O)[CH:14]=1.C(S(O)(=O)=O)(F)(F)F. Product: [Br:8][C:9]1[CH:10]=[CH:11][C:12]([Cl:27])=[C:13]([CH2:15][C:17]2[CH:22]=[CH:21][C:20]([CH2:23][CH2:24][CH2:25][Br:26])=[CH:19][CH:18]=2)[CH:14]=1. The catalyst class is: 67. (9) Reactant: [CH2:1]([C:3]1[CH:4]=[C:5]([CH:19]=[CH:20][C:21]=1[N:22]([CH3:33])[C:23]1[N:28]=[CH:27][C:26]2[N:29]=[CH:30][N:31]([CH3:32])[C:25]=2[CH:24]=1)[O:6][CH:7]1[CH2:11][CH2:10][N:9](C(OC(C)(C)C)=O)[CH2:8]1)[CH3:2].FC(F)(F)C(O)=O. Product: [CH2:1]([C:3]1[CH:4]=[C:5]([O:6][CH:7]2[CH2:11][CH2:10][NH:9][CH2:8]2)[CH:19]=[CH:20][C:21]=1[N:22]([CH3:33])[C:23]1[N:28]=[CH:27][C:26]2[N:29]=[CH:30][N:31]([CH3:32])[C:25]=2[CH:24]=1)[CH3:2]. The catalyst class is: 2.